Dataset: Reaction yield outcomes from USPTO patents with 853,638 reactions. Task: Predict the reaction yield, written as a fraction of the theoretical maximum amount of product (1.0 means a 100% yield; for example, 0.34 means a 34% yield). (1) The reactants are [H-].[Na+].[C:3]([C:5]1[CH:6]=[C:7]2[C:11](=[CH:12][CH:13]=1)[NH:10][C:9](=[O:14])[CH2:8]2)#[N:4].[Cl:15][C:16]1[C:25]2[C:20](=[CH:21][C:22]([O:26][CH2:27][CH2:28][O:29][CH2:30][CH2:31][O:32][CH3:33])=[CH:23][CH:24]=2)[N:19]=[CH:18][N:17]=1. The catalyst is O1CCCC1.CN1CCCC1=O. The product is [ClH:15].[OH:14][C:9]1[NH:10][C:11]2[C:7]([C:8]=1[C:16]1[C:25]3[C:20](=[CH:21][C:22]([O:26][CH2:27][CH2:28][O:29][CH2:30][CH2:31][O:32][CH3:33])=[CH:23][CH:24]=3)[N:19]=[CH:18][N:17]=1)=[CH:6][C:5]([C:3]#[N:4])=[CH:13][CH:12]=2. The yield is 0.780. (2) The reactants are CO[C:3](=[O:38])[C:4]1[CH:9]=[C:8]([N:10]2[CH2:14][CH2:13][CH:12]([NH:15][C:16]([O:18][C:19]([CH3:22])([CH3:21])[CH3:20])=[O:17])[CH2:11]2)[CH:7]=[N:6][C:5]=1[O:23][C:24]1[CH:29]=[CH:28][C:27]([O:30][C:31]2[CH:36]=[CH:35][CH:34]=[C:33]([F:37])[CH:32]=2)=[CH:26][CH:25]=1.[NH3:39]. No catalyst specified. The product is [C:19]([O:18][C:16](=[O:17])[NH:15][CH:12]1[CH2:13][CH2:14][N:10]([C:8]2[CH:7]=[N:6][C:5]([O:23][C:24]3[CH:25]=[CH:26][C:27]([O:30][C:31]4[CH:36]=[CH:35][CH:34]=[C:33]([F:37])[CH:32]=4)=[CH:28][CH:29]=3)=[C:4]([C:3](=[O:38])[NH2:39])[CH:9]=2)[CH2:11]1)([CH3:20])([CH3:22])[CH3:21]. The yield is 0.910. (3) The reactants are [Br:1][C:2]1[CH:7]=[CH:6][C:5]([CH:8]([CH3:13])[CH2:9][C:10](O)=[O:11])=[CH:4][CH:3]=1.B. The catalyst is O1CCCC1. The product is [Br:1][C:2]1[CH:3]=[CH:4][C:5]([CH:8]([CH3:13])[CH2:9][CH2:10][OH:11])=[CH:6][CH:7]=1. The yield is 0.846. (4) The product is [F:1][C:2]1[CH:3]=[C:4]([N:9]2[CH2:13][CH:12]([CH2:14][NH:15][C:16](=[O:18])[CH3:17])[O:11][C:10]2=[O:19])[CH:5]=[CH:6][C:7]=1[C:25]1[CH:26]=[CH:27][C:22]([CH2:21][OH:20])=[CH:23][CH:24]=1. The yield is 0.940. The catalyst is C1(C)C=CC=CC=1.C1C=CC([P]([Pd]([P](C2C=CC=CC=2)(C2C=CC=CC=2)C2C=CC=CC=2)([P](C2C=CC=CC=2)(C2C=CC=CC=2)C2C=CC=CC=2)[P](C2C=CC=CC=2)(C2C=CC=CC=2)C2C=CC=CC=2)(C2C=CC=CC=2)C2C=CC=CC=2)=CC=1.O. The reactants are [F:1][C:2]1[CH:3]=[C:4]([N:9]2[CH2:13][CH:12]([CH2:14][NH:15][C:16](=[O:18])[CH3:17])[O:11][C:10]2=[O:19])[CH:5]=[CH:6][C:7]=1I.[OH:20][CH2:21][C:22]1[CH:27]=[CH:26][C:25](B(O)O)=[CH:24][CH:23]=1.C(=O)([O-])[O-].[K+].[K+].C(O)C. (5) The reactants are Cl.[F:2][C@@:3]12[C@:16]3([CH3:17])[C:11](=[CH:12][C:13](=[O:18])[CH:14]=[CH:15]3)[C@@H:10]([F:19])[CH2:9][C@H:8]1[C@@H:7]1[CH2:20][C@@H:21]3[C@:25]([C:26](=[O:30])[CH2:27][S:28][CH3:29])([C@@:6]1([CH3:31])[CH2:5][C@@H:4]2[OH:32])[CH2:24][NH:23][CH2:22]3.[Cl:33][C:34]1[CH:35]=[C:36]([CH:39]=[CH:40][CH:41]=1)[CH2:37]Br. The catalyst is C(Cl)Cl. The product is [Cl:33][C:34]1[CH:35]=[C:36]([CH:39]=[CH:40][CH:41]=1)[CH2:37][N:23]1[CH2:24][C@:25]2([C:26](=[O:30])[CH2:27][S:28][CH3:29])[C@@H:21]([CH2:20][C@H:7]3[C@H:8]4[C@@:3]([F:2])([C@:16]5([CH3:17])[C:11]([C@@H:10]([F:19])[CH2:9]4)=[CH:12][C:13](=[O:18])[CH:14]=[CH:15]5)[C@@H:4]([OH:32])[CH2:5][C@@:6]32[CH3:31])[CH2:22]1. The yield is 0.296. (6) The reactants are [NH2:1][C:2]1[N:9]=[C:8]([C:10]2[CH:15]=[CH:14][CH:13]=[CH:12][C:11]=2[O:16][CH2:17][C:18]2[CH:23]=[CH:22][C:21]([O:24][CH3:25])=[CH:20][CH:19]=2)[CH:7]=[C:6]([C:26]2[CH:31]=[CH:30][C:29](Cl)=[C:28]([N+:33]([O-:35])=[O:34])[CH:27]=2)[C:3]=1[C:4]#[N:5].[CH2:36]([N:38](CC)[CH2:39]C)C.Cl.CNC. The catalyst is CN(C=O)C. The product is [NH2:1][C:2]1[N:9]=[C:8]([C:10]2[CH:15]=[CH:14][CH:13]=[CH:12][C:11]=2[O:16][CH2:17][C:18]2[CH:23]=[CH:22][C:21]([O:24][CH3:25])=[CH:20][CH:19]=2)[CH:7]=[C:6]([C:26]2[CH:31]=[CH:30][C:29]([N:38]([CH3:39])[CH3:36])=[C:28]([N+:33]([O-:35])=[O:34])[CH:27]=2)[C:3]=1[C:4]#[N:5]. The yield is 0.950. (7) The reactants are [C:1]1([SH:7])[CH:6]=[CH:5][CH:4]=[CH:3][CH:2]=1.Cl[C:9]([O:11][CH:12]([Cl:14])[CH3:13])=[O:10].C(N(CC)CC)C. The catalyst is C(Cl)Cl. The product is [C:9](=[O:10])([S:7][C:1]1[CH:6]=[CH:5][CH:4]=[CH:3][CH:2]=1)[O:11][CH:12]([Cl:14])[CH3:13]. The yield is 0.985.